From a dataset of Forward reaction prediction with 1.9M reactions from USPTO patents (1976-2016). Predict the product of the given reaction. (1) Given the reactants Br[C:2]1[C:10]2[C:5](=[CH:6][CH:7]=[C:8]([C:11]#[N:12])[CH:9]=2)[N:4](C2CCCCO2)[N:3]=1.[CH3:19][O:20][C:21]1[CH:22]=[C:23]2[C:28](=[CH:29][CH:30]=1)[CH:27]=[C:26](B(O)O)[CH:25]=[CH:24]2.ClCCl.P([O-])([O-])([O-])=[O:38].[K+].[K+].[K+].Cl, predict the reaction product. The product is: [CH3:19][O:20][C:21]1[CH:22]=[C:23]2[C:28](=[CH:29][CH:30]=1)[CH:27]=[C:26]([C:2]1[C:10]3[C:5](=[CH:6][CH:7]=[C:8]([C:11]([NH2:12])=[O:38])[CH:9]=3)[NH:4][N:3]=1)[CH:25]=[CH:24]2. (2) Given the reactants [CH2:1]([N:8]1[CH2:13][CH2:12][N:11]([CH2:14][C:15]2[CH:20]=[CH:19][CH:18]=[CH:17][CH:16]=2)[CH2:10][CH:9]1[CH2:21][OH:22])[C:2]1[CH:7]=[CH:6][CH:5]=[CH:4][CH:3]=1.C(N(C(C)C)CC)(C)C.Cl[CH2:33][O:34][CH2:35][CH2:36][O:37][CH3:38].C(=O)(O)[O-].[Na+], predict the reaction product. The product is: [CH2:1]([N:8]1[CH2:13][CH2:12][N:11]([CH2:14][C:15]2[CH:20]=[CH:19][CH:18]=[CH:17][CH:16]=2)[CH2:10][CH:9]1[CH2:21][O:22][CH2:33][O:34][CH2:35][CH2:36][O:37][CH3:38])[C:2]1[CH:3]=[CH:4][CH:5]=[CH:6][CH:7]=1. (3) Given the reactants [CH:1]1([C:4]([N:6]2[C:15]3[C:10](=[C:11]([OH:21])[C:12]([N:16]4[N:20]=[CH:19][CH:18]=[N:17]4)=[CH:13][CH:14]=3)[CH2:9][CH2:8][C@@H:7]2[CH3:22])=[O:5])[CH2:3][CH2:2]1.Br[CH:24]1[CH2:27][CH2:26][CH2:25]1.C(=O)([O-])[O-].[Cs+].[Cs+], predict the reaction product. The product is: [CH:24]1([O:21][C:11]2[C:12]([N:16]3[N:17]=[CH:18][CH:19]=[N:20]3)=[CH:13][CH:14]=[C:15]3[C:10]=2[CH2:9][CH2:8][C@H:7]([CH3:22])[N:6]3[C:4]([CH:1]2[CH2:2][CH2:3]2)=[O:5])[CH2:27][CH2:26][CH2:25]1.